Task: Predict the product of the given reaction.. Dataset: Forward reaction prediction with 1.9M reactions from USPTO patents (1976-2016) (1) Given the reactants [N:1]1([C:12]([O:14][C:15]([CH3:18])([CH3:17])[CH3:16])=[O:13])[CH2:6][CH2:5][CH2:4][CH:3]([C:7]([O:9][CH2:10][CH3:11])=[O:8])[CH2:2]1.[CH:19](NC(C)C)(C)C.[Li].CO[C:29]1[CH:36]=[CH:35][C:32]([CH2:33]Cl)=[CH:31][CH:30]=1, predict the reaction product. The product is: [CH3:19][C:29]1[CH:36]=[CH:35][C:32]([CH2:33][C:3]2([C:7]([O:9][CH2:10][CH3:11])=[O:8])[CH2:4][CH2:5][CH2:6][N:1]([C:12]([O:14][C:15]([CH3:17])([CH3:16])[CH3:18])=[O:13])[CH2:2]2)=[CH:31][CH:30]=1. (2) Given the reactants [CH2:1]([OH:7])[C:2]1[O:6][CH:5]=[CH:4][CH:3]=1.[Si:8](Cl)([C:11]([CH3:14])([CH3:13])[CH3:12])([CH3:10])[CH3:9].N1C=CN=C1, predict the reaction product. The product is: [Si:8]([O:7][CH2:1][C:2]1[O:6][CH:5]=[CH:4][CH:3]=1)([C:11]([CH3:14])([CH3:13])[CH3:12])([CH3:10])[CH3:9].